The task is: Predict which catalyst facilitates the given reaction.. This data is from Catalyst prediction with 721,799 reactions and 888 catalyst types from USPTO. Reactant: I[C:2]1[CH:7]=[C:6]([CH2:8][CH2:9][CH3:10])[N:5]=[C:4]([C:11]#[N:12])[N:3]=1.C(=O)([O-])[O-].[K+].[K+].[CH3:19][O:20][C:21]1[CH:22]=[C:23](B(O)O)[CH:24]=[CH:25][C:26]=1[O:27][CH3:28].O. The catalyst class is: 741. Product: [CH3:19][O:20][C:21]1[CH:22]=[C:23]([C:2]2[CH:7]=[C:6]([CH2:8][CH2:9][CH3:10])[N:5]=[C:4]([C:11]#[N:12])[N:3]=2)[CH:24]=[CH:25][C:26]=1[O:27][CH3:28].